Dataset: NCI-60 drug combinations with 297,098 pairs across 59 cell lines. Task: Regression. Given two drug SMILES strings and cell line genomic features, predict the synergy score measuring deviation from expected non-interaction effect. (1) Synergy scores: CSS=64.8, Synergy_ZIP=-1.43, Synergy_Bliss=-1.93, Synergy_Loewe=-7.34, Synergy_HSA=-0.922. Drug 1: C1CN1C2=NC(=NC(=N2)N3CC3)N4CC4. Cell line: MOLT-4. Drug 2: CS(=O)(=O)OCCCCOS(=O)(=O)C. (2) Drug 1: CC1OCC2C(O1)C(C(C(O2)OC3C4COC(=O)C4C(C5=CC6=C(C=C35)OCO6)C7=CC(=C(C(=C7)OC)O)OC)O)O. Drug 2: CCC1(C2=C(COC1=O)C(=O)N3CC4=CC5=C(C=CC(=C5CN(C)C)O)N=C4C3=C2)O.Cl. Cell line: EKVX. Synergy scores: CSS=15.4, Synergy_ZIP=-8.25, Synergy_Bliss=0.997, Synergy_Loewe=2.71, Synergy_HSA=1.85. (3) Drug 1: CN1C(=O)N2C=NC(=C2N=N1)C(=O)N. Drug 2: CS(=O)(=O)CCNCC1=CC=C(O1)C2=CC3=C(C=C2)N=CN=C3NC4=CC(=C(C=C4)OCC5=CC(=CC=C5)F)Cl. Cell line: UO-31. Synergy scores: CSS=16.8, Synergy_ZIP=-4.82, Synergy_Bliss=-1.34, Synergy_Loewe=-7.63, Synergy_HSA=-0.910. (4) Drug 1: CC1=CC2C(CCC3(C2CCC3(C(=O)C)OC(=O)C)C)C4(C1=CC(=O)CC4)C. Drug 2: C1CN1P(=S)(N2CC2)N3CC3. Cell line: OVCAR-4. Synergy scores: CSS=1.54, Synergy_ZIP=-0.713, Synergy_Bliss=-0.862, Synergy_Loewe=-1.74, Synergy_HSA=-0.551. (5) Drug 1: CN1C(=O)N2C=NC(=C2N=N1)C(=O)N. Drug 2: C1=CC=C(C=C1)NC(=O)CCCCCCC(=O)NO. Cell line: RPMI-8226. Synergy scores: CSS=41.3, Synergy_ZIP=-0.167, Synergy_Bliss=0.759, Synergy_Loewe=-26.0, Synergy_HSA=2.99.